This data is from Full USPTO retrosynthesis dataset with 1.9M reactions from patents (1976-2016). The task is: Predict the reactants needed to synthesize the given product. Given the product [CH2:18]([O:25][C:26]1[CH:31]=[CH:30][N:29]([C:2]2[CH:3]=[C:4]3[C:8](=[CH:9][CH:10]=2)[N:7]([CH2:11][CH2:12][N:13]2[CH2:17][CH2:16][CH2:15][CH2:14]2)[N:6]=[CH:5]3)[C:28](=[O:32])[CH:27]=1)[C:19]1[CH:20]=[CH:21][CH:22]=[CH:23][CH:24]=1, predict the reactants needed to synthesize it. The reactants are: Br[C:2]1[CH:3]=[C:4]2[C:8](=[CH:9][CH:10]=1)[N:7]([CH2:11][CH2:12][N:13]1[CH2:17][CH2:16][CH2:15][CH2:14]1)[N:6]=[CH:5]2.[CH2:18]([O:25][C:26]1[CH:31]=[CH:30][NH:29][C:28](=[O:32])[CH:27]=1)[C:19]1[CH:24]=[CH:23][CH:22]=[CH:21][CH:20]=1.N[C@@H]1CCCC[C@H]1N.C([O-])([O-])=O.[K+].[K+].